Predict the reactants needed to synthesize the given product. From a dataset of Full USPTO retrosynthesis dataset with 1.9M reactions from patents (1976-2016). (1) The reactants are: ClC1C(OC)=CC2CCNCC(C)C=2C=1.C[N:17]1[CH2:23][CH:22]([CH3:24])[C:21]2[CH:25]=[C:26]([Br:31])[C:27]([O:29][CH3:30])=[CH:28][C:20]=2[CH2:19][CH2:18]1.BrC1C(OC)=CC2CCNCC(CC)C=2C=1.ClC1C(OC)=CC2CCNCC(CC)C=2C=1.IC1C(OC)=CC2CCNCC(CC)C=2C=1.COC1C(C(F)(F)F)=CC2C(C)CNCCC=2C=1.COC1C(C(F)(F)C(F)(F)F)=CC2C(C)CNCCC=2C=1. Given the product [Br:31][C:26]1[C:27]([O:29][CH3:30])=[CH:28][C:20]2[CH2:19][CH2:18][NH:17][CH2:23][CH:22]([CH3:24])[C:21]=2[CH:25]=1, predict the reactants needed to synthesize it. (2) Given the product [F:1][C:2]1[CH:7]=[CH:6][C:5]([C:8]2[N:17]=[C:18]3[NH:19][N:20]=[CH:21][C:22]3=[C:28]([C:27]3[CH:30]=[CH:31][C:24]([OH:23])=[CH:25][CH:26]=3)[C:9]=2[C:10]2[CH:15]=[CH:14][N:13]=[CH:12][CH:11]=2)=[CH:4][CH:3]=1, predict the reactants needed to synthesize it. The reactants are: [F:1][C:2]1[CH:7]=[CH:6][C:5]([C:8](=O)[CH2:9][C:10]2[CH:15]=[CH:14][N:13]=[CH:12][CH:11]=2)=[CH:4][CH:3]=1.[NH2:17][C:18]1[NH:19][N:20]=[CH:21][CH:22]=1.[OH:23][C:24]1[CH:31]=[CH:30][C:27]([CH:28]=O)=[CH:26][CH:25]=1.Cl.C([O-])(O)=O.[Na+]. (3) Given the product [F:28][CH2:27][CH:25]1[CH2:24][N:23]([CH2:22][CH2:21][O:20][C:17]2[CH:16]=[CH:15][C:14]([CH:3]3[C:2]([C:36]4[CH:37]=[CH:38][C:33]([NH:32][C:29](=[O:31])[CH3:30])=[CH:34][CH:35]=4)=[C:11]([CH3:12])[C:10]4[C:5](=[CH:6][CH:7]=[C:8]([OH:13])[CH:9]=4)[O:4]3)=[CH:19][CH:18]=2)[CH2:26]1, predict the reactants needed to synthesize it. The reactants are: Br[C:2]1[CH:3]([C:14]2[CH:19]=[CH:18][C:17]([O:20][CH2:21][CH2:22][N:23]3[CH2:26][CH:25]([CH2:27][F:28])[CH2:24]3)=[CH:16][CH:15]=2)[O:4][C:5]2[C:10]([C:11]=1[CH3:12])=[CH:9][C:8]([OH:13])=[CH:7][CH:6]=2.[C:29]([NH:32][C:33]1[CH:38]=[CH:37][C:36](B(O)O)=[CH:35][CH:34]=1)(=[O:31])[CH3:30]. (4) Given the product [C:17]1([S:23]([N:13]2[C:14]3[C:10](=[CH:9][C:8]([N:5]4[CH2:6][CH2:7][N:2]([CH3:1])[CH2:3][CH2:4]4)=[CH:16][CH:15]=3)[CH:11]=[CH:12]2)(=[O:25])=[O:24])[CH:22]=[CH:21][CH:20]=[CH:19][CH:18]=1, predict the reactants needed to synthesize it. The reactants are: [CH3:1][N:2]1[CH2:7][CH2:6][N:5]([C:8]2[CH:9]=[C:10]3[C:14](=[CH:15][CH:16]=2)[NH:13][CH:12]=[CH:11]3)[CH2:4][CH2:3]1.[C:17]1([S:23](Cl)(=[O:25])=[O:24])[CH:22]=[CH:21][CH:20]=[CH:19][CH:18]=1.[OH-].[Na+]. (5) The reactants are: [F-].C([N+](CCCC)(CCCC)CCCC)CCC.[CH2:19]([O:21][C:22]([C:24]1([C:37](C)(C)[O:38][SiH2]C(C)(C)C)[CH2:28][CH2:27][N:26]([CH2:29][C:30]([O:32][C:33]([CH3:36])([CH3:35])[CH3:34])=[O:31])[CH2:25]1)=[O:23])[CH3:20]. Given the product [CH2:19]([O:21][C:22]([C:24]1([CH2:37][OH:38])[CH2:28][CH2:27][N:26]([CH2:29][C:30]([O:32][C:33]([CH3:35])([CH3:34])[CH3:36])=[O:31])[CH2:25]1)=[O:23])[CH3:20], predict the reactants needed to synthesize it.